From a dataset of Full USPTO retrosynthesis dataset with 1.9M reactions from patents (1976-2016). Predict the reactants needed to synthesize the given product. (1) Given the product [CH:34]([C:37]1[CH:44]=[C:43]([Br:45])[CH:42]=[C:41]([CH:46]([CH3:48])[CH3:47])[C:38]=1[CH:39]=[CH:2][O:3][CH3:4])([CH3:36])[CH3:35], predict the reactants needed to synthesize it. The reactants are: [Cl-].[CH3:2][O:3][CH2:4][P+](C1C=CC=CC=1)(C1C=CC=CC=1)C1C=CC=CC=1.C[Si](C)(C)[N-][Si](C)(C)C.[Li+].[CH:34]([C:37]1[CH:44]=[C:43]([Br:45])[CH:42]=[C:41]([CH:46]([CH3:48])[CH3:47])[C:38]=1[CH:39]=O)([CH3:36])[CH3:35]. (2) Given the product [C:6]([NH:8][C@@H:9]([CH2:13][C:14]1[CH:19]=[CH:18][C:17]([CH:20]2[S:24](=[O:26])(=[O:25])[NH:23][C:22](=[O:31])[CH2:21]2)=[CH:16][CH:15]=1)[C:10]([NH:66][CH2:67][CH2:68][CH2:69][CH2:70][O:71][C:72]1[CH:81]=[CH:80][CH:79]=[C:78]([OH:82])[C:73]=1[C:74]([O:76][CH3:77])=[O:75])=[O:11])(=[O:5])[CH3:32], predict the reactants needed to synthesize it. The reactants are: C([O:5][C:6]([NH:8][C@@H:9]([CH2:13][C:14]1[CH:19]=[CH:18][C:17]([CH:20]2[S:24](=[O:26])(=[O:25])[N:23](C(C)(C)C)[C:22](=[O:31])[CH2:21]2)=[CH:16][CH:15]=1)[C:10](O)=[O:11])=O)(C)(C)C.[CH:32](N(CC)C(C)C)(C)C.F[P-](F)(F)(F)(F)F.C[N+](C)=C(N(C)C)ON1C2N=CC=CC=2N=N1.Cl.[NH2:66][CH2:67][CH2:68][CH2:69][CH2:70][O:71][C:72]1[CH:81]=[CH:80][CH:79]=[C:78]([OH:82])[C:73]=1[C:74]([O:76][CH3:77])=[O:75]. (3) Given the product [F:22][C:23]1[CH:24]=[N:25][CH:26]=[C:27]([F:31])[C:28]=1[C:29]1[N:9]=[C:7]2[CH:6]=[CH:5][CH:4]=[C:3]([O:2][CH3:1])[N:8]2[C:11]=1[NH:10][C:12]1[CH:21]=[CH:20][C:15]2[O:16][CH2:17][CH2:18][O:19][C:14]=2[CH:13]=1, predict the reactants needed to synthesize it. The reactants are: [CH3:1][O:2][C:3]1[N:8]=[C:7]([NH2:9])[CH:6]=[CH:5][CH:4]=1.[N+:10]([C:12]1[CH:21]=[CH:20][C:15]2[O:16][CH2:17][CH2:18][O:19][C:14]=2[CH:13]=1)#[C-:11].[F:22][C:23]1[CH:24]=[N:25][CH:26]=[C:27]([F:31])[C:28]=1[CH:29]=O.